From a dataset of Peptide-MHC class I binding affinity with 185,985 pairs from IEDB/IMGT. Regression. Given a peptide amino acid sequence and an MHC pseudo amino acid sequence, predict their binding affinity value. This is MHC class I binding data. (1) The peptide sequence is CAAYYFMKFR. The MHC is HLA-A31:01 with pseudo-sequence HLA-A31:01. The binding affinity (normalized) is 0.779. (2) The peptide sequence is KTVRYWHRF. The MHC is HLA-B27:03 with pseudo-sequence HLA-B27:03. The binding affinity (normalized) is 0.0847. (3) The peptide sequence is AENKKFKLH. The MHC is HLA-A11:01 with pseudo-sequence HLA-A11:01. The binding affinity (normalized) is 0.0847. (4) The peptide sequence is MLVNGDDLVV. The MHC is HLA-A02:03 with pseudo-sequence HLA-A02:03. The binding affinity (normalized) is 0.571. (5) The peptide sequence is TTTDGYAHV. The MHC is HLA-C15:02 with pseudo-sequence HLA-C15:02. The binding affinity (normalized) is 0.0847. (6) The peptide sequence is HPDIVIYQY. The MHC is HLA-B53:01 with pseudo-sequence HLA-B53:01. The binding affinity (normalized) is 0.825. (7) The peptide sequence is NRLKPRDFK. The MHC is HLA-A26:02 with pseudo-sequence HLA-A26:02. The binding affinity (normalized) is 0.0847. (8) The MHC is HLA-A02:01 with pseudo-sequence HLA-A02:01. The binding affinity (normalized) is 0.0847. The peptide sequence is QLKQRDALF.